This data is from Peptide-MHC class I binding affinity with 185,985 pairs from IEDB/IMGT. The task is: Regression. Given a peptide amino acid sequence and an MHC pseudo amino acid sequence, predict their binding affinity value. This is MHC class I binding data. The peptide sequence is PLWESATEV. The MHC is HLA-A11:01 with pseudo-sequence HLA-A11:01. The binding affinity (normalized) is 0.0847.